From a dataset of NCI-60 drug combinations with 297,098 pairs across 59 cell lines. Regression. Given two drug SMILES strings and cell line genomic features, predict the synergy score measuring deviation from expected non-interaction effect. (1) Drug 1: CCC1=CC2CC(C3=C(CN(C2)C1)C4=CC=CC=C4N3)(C5=C(C=C6C(=C5)C78CCN9C7C(C=CC9)(C(C(C8N6C)(C(=O)OC)O)OC(=O)C)CC)OC)C(=O)OC.C(C(C(=O)O)O)(C(=O)O)O. Drug 2: CN(CC1=CN=C2C(=N1)C(=NC(=N2)N)N)C3=CC=C(C=C3)C(=O)NC(CCC(=O)O)C(=O)O. Cell line: OVCAR-8. Synergy scores: CSS=36.7, Synergy_ZIP=-6.58, Synergy_Bliss=-1.92, Synergy_Loewe=-12.4, Synergy_HSA=-0.984. (2) Drug 1: CC1CCC2CC(C(=CC=CC=CC(CC(C(=O)C(C(C(=CC(C(=O)CC(OC(=O)C3CCCCN3C(=O)C(=O)C1(O2)O)C(C)CC4CCC(C(C4)OC)O)C)C)O)OC)C)C)C)OC. Drug 2: C1=CC=C(C=C1)NC(=O)CCCCCCC(=O)NO. Cell line: SNB-75. Synergy scores: CSS=6.73, Synergy_ZIP=-6.73, Synergy_Bliss=-5.02, Synergy_Loewe=-5.24, Synergy_HSA=-2.03. (3) Drug 1: COC1=C(C=C2C(=C1)N=CN=C2NC3=CC(=C(C=C3)F)Cl)OCCCN4CCOCC4. Drug 2: CN(C(=O)NC(C=O)C(C(C(CO)O)O)O)N=O. Cell line: COLO 205. Synergy scores: CSS=11.0, Synergy_ZIP=-4.58, Synergy_Bliss=-2.09, Synergy_Loewe=-1.25, Synergy_HSA=-0.0485.